This data is from Full USPTO retrosynthesis dataset with 1.9M reactions from patents (1976-2016). The task is: Predict the reactants needed to synthesize the given product. Given the product [CH3:26][O:27][C:28]1[CH:29]=[C:30]([CH:31]=[CH:32][CH:33]=1)[O:34][CH2:2][C:3]1[CH:19]=[CH:18][C:6]2[CH2:7][CH2:8][N:9]([C:12](=[O:17])[C:13]([F:16])([F:15])[F:14])[CH2:10][CH2:11][C:5]=2[CH:4]=1, predict the reactants needed to synthesize it. The reactants are: Cl[CH2:2][C:3]1[CH:19]=[CH:18][C:6]2[CH2:7][CH2:8][N:9]([C:12](=[O:17])[C:13]([F:16])([F:15])[F:14])[CH2:10][CH2:11][C:5]=2[CH:4]=1.C([O-])([O-])=O.[K+].[K+].[CH3:26][O:27][C:28]1[CH:29]=[C:30]([OH:34])[CH:31]=[CH:32][CH:33]=1.